This data is from Reaction yield outcomes from USPTO patents with 853,638 reactions. The task is: Predict the reaction yield, written as a fraction of the theoretical maximum amount of product (1.0 means a 100% yield; for example, 0.34 means a 34% yield). (1) The yield is 0.789. The reactants are Br[C:2]1[C:3]([NH2:22])=[N:4][CH:5]=[C:6]([C:8]2[CH:13]=[CH:12][C:11]([O:14][Si:15]([C:18]([CH3:21])([CH3:20])[CH3:19])([CH3:17])[CH3:16])=[CH:10][CH:9]=2)[N:7]=1.[S:23]1[CH:27]=[CH:26][C:25](B(O)O)=[CH:24]1.C([O-])([O-])=O.[Na+].[Na+].O. The catalyst is C1(C)C=CC=CC=1.C(O)C.Cl[Pd](Cl)([P](C1C=CC=CC=1)(C1C=CC=CC=1)C1C=CC=CC=1)[P](C1C=CC=CC=1)(C1C=CC=CC=1)C1C=CC=CC=1. The product is [Si:15]([O:14][C:11]1[CH:12]=[CH:13][C:8]([C:6]2[N:7]=[C:2]([C:25]3[CH:26]=[CH:27][S:23][CH:24]=3)[C:3]([NH2:22])=[N:4][CH:5]=2)=[CH:9][CH:10]=1)([C:18]([CH3:21])([CH3:20])[CH3:19])([CH3:17])[CH3:16]. (2) The reactants are [CH3:1][O:2][C:3]1[CH:4]=[C:5]2[C:10](=[CH:11][C:12]=1[O:13][CH3:14])[N:9]=[CH:8][CH:7]=[C:6]2[O:15][C:16]1[CH:22]=[CH:21][C:19]([NH2:20])=[C:18]([CH3:23])[C:17]=1[CH3:24].C1(C)C=CC=CC=1.C(N(CC)CC)C.Cl[C:40](Cl)([O:42][C:43](=[O:49])OC(Cl)(Cl)Cl)Cl.[F:51][C:52]1[CH:59]=[CH:58][C:55](CO)=[CH:54][CH:53]=1. The catalyst is C(Cl)Cl. The product is [CH3:1][O:2][C:3]1[CH:4]=[C:5]2[C:10](=[CH:11][C:12]=1[O:13][CH3:14])[N:9]=[CH:8][CH:7]=[C:6]2[O:15][C:16]1[CH:22]=[CH:21][C:19]([NH:20][C:43](=[O:49])[O:42][CH2:40][C:55]2[CH:58]=[CH:59][C:52]([F:51])=[CH:53][CH:54]=2)=[C:18]([CH3:23])[C:17]=1[CH3:24]. The yield is 0.620. (3) The product is [CH2:1]([N:3]([CH:34]1[CH2:39][CH2:38][O:37][CH2:36][CH2:35]1)[C:4]1[C:5]([CH3:33])=[C:6]([CH:22]=[C:23]([C:25]#[C:26][CH:27]2[CH2:28][CH2:29][N:30]([CH2:40][C@H:41]([OH:42])[CH3:43])[CH2:31][CH2:32]2)[CH:24]=1)[C:7]([NH:9][CH2:10][C:11]1[C:12](=[O:21])[NH:13][C:14]([CH3:20])=[CH:15][C:16]=1[CH:17]([CH3:19])[CH3:18])=[O:8])[CH3:2]. The catalyst is CO. The yield is 0.500. The reactants are [CH2:1]([N:3]([CH:34]1[CH2:39][CH2:38][O:37][CH2:36][CH2:35]1)[C:4]1[C:5]([CH3:33])=[C:6]([CH:22]=[C:23]([C:25]#[C:26][CH:27]2[CH2:32][CH2:31][NH:30][CH2:29][CH2:28]2)[CH:24]=1)[C:7]([NH:9][CH2:10][C:11]1[C:12](=[O:21])[NH:13][C:14]([CH3:20])=[CH:15][C:16]=1[CH:17]([CH3:19])[CH3:18])=[O:8])[CH3:2].[CH3:40][C@@H:41]1[CH2:43][O:42]1. (4) The reactants are [C:1]([O:7][CH2:8][CH3:9])(=[O:6])[CH2:2][C:3]([CH3:5])=O.[Br:10][C:11]1[CH:12]=[C:13]([CH:16]=[CH:17][C:18]=1[F:19])[CH:14]=O.[NH4+:20].[OH-:21]. The catalyst is CCO.C(Cl)Cl. The product is [Br:10][C:11]1[CH:12]=[C:13]([CH:14]2[C:2]([C:1]([O:7][CH2:8][CH3:9])=[O:6])=[C:3]([CH3:5])[NH:20][C:3]([CH3:5])=[C:2]2[C:1]([O:7][CH2:8][CH3:9])=[O:21])[CH:16]=[CH:17][C:18]=1[F:19]. The yield is 0.210.